This data is from Reaction yield outcomes from USPTO patents with 853,638 reactions. The task is: Predict the reaction yield, written as a fraction of the theoretical maximum amount of product (1.0 means a 100% yield; for example, 0.34 means a 34% yield). (1) The yield is 0.530. The reactants are [CH:1]([Si:4]([CH:35]([CH3:37])[CH3:36])([CH:32]([CH3:34])[CH3:33])[O:5][C@@H:6]1[CH2:10][CH2:9][N:8]([C:11]2[N:15]3[CH:16]=[C:17]([O:20][C@H:21]4[C:30]5[C:25](=[CH:26][CH:27]=[CH:28][CH:29]=5)[C@@H:24]([NH2:31])[CH2:23][CH2:22]4)[CH:18]=[CH:19][C:14]3=[N:13][N:12]=2)[CH2:7]1)([CH3:3])[CH3:2].ClC(Cl)(Cl)C[O:41][C:42](=O)[NH:43][C:44]1[N:45]([C:53]2[CH:58]=[CH:57][C:56]([CH3:59])=[CH:55][CH:54]=2)[N:46]=[C:47]([C:49]([CH3:52])([CH3:51])[CH3:50])[CH:48]=1.CCN(C(C)C)C(C)C.N. The product is [C:49]([C:47]1[CH:48]=[C:44]([NH:43][C:42]([NH:31][C@@H:24]2[C:25]3[C:30](=[CH:29][CH:28]=[CH:27][CH:26]=3)[C@H:21]([O:20][C:17]3[CH:18]=[CH:19][C:14]4[N:15]([C:11]([N:8]5[CH2:9][CH2:10][C@@H:6]([O:5][Si:4]([CH:1]([CH3:3])[CH3:2])([CH:32]([CH3:34])[CH3:33])[CH:35]([CH3:37])[CH3:36])[CH2:7]5)=[N:12][N:13]=4)[CH:16]=3)[CH2:22][CH2:23]2)=[O:41])[N:45]([C:53]2[CH:58]=[CH:57][C:56]([CH3:59])=[CH:55][CH:54]=2)[N:46]=1)([CH3:52])([CH3:50])[CH3:51]. The catalyst is CN(C=O)C.CO.C(Cl)Cl. (2) The reactants are [CH:1](=[O:3])[CH3:2].[BH4-].[Na+].[C:6]([Br:10])(Br)(Br)Br.[C:24]1(P([C:24]2[CH:29]=[CH:28][CH:27]=[CH:26][CH:25]=2)[C:24]2[CH:29]=[CH:28][CH:27]=[CH:26][CH:25]=2)[CH:29]=[CH:28][CH:27]=[CH:26][CH:25]=1.[OH2:30]. The product is [CH2:1]([O:3][C:27]1[CH:26]=[C:25]2[C:24]([CH2:29][CH2:24][CH:25]([CH2:26][CH2:6][Br:10])[O:30]2)=[CH:29][CH:28]=1)[C:2]1[CH:28]=[CH:29][CH:24]=[CH:25][CH:26]=1. The catalyst is CO.C(Cl)Cl. The yield is 1.00. (3) The reactants are [C:1]([O:5][C:6]([NH:8][C@:9]1([C:14]([OH:16])=O)[CH2:11][C@H:10]1[CH:12]=[CH2:13])=[O:7])([CH3:4])([CH3:3])[CH3:2].C1N=CN(C(N2C=NC=C2)=O)C=1.[CH:29]1([S:32]([NH2:35])(=[O:34])=[O:33])[CH2:31][CH2:30]1.C1CCN2C(=NCCC2)CC1. The catalyst is C1COCC1. The product is [C:1]([O:5][C:6]([NH:8][C@:9]1([C:14]([NH:35][S:32]([CH:29]2[CH2:31][CH2:30]2)(=[O:34])=[O:33])=[O:16])[CH2:11][C@H:10]1[CH:12]=[CH2:13])=[O:7])([CH3:2])([CH3:3])[CH3:4]. The yield is 0.920. (4) The reactants are [CH:1]1([NH:7][S:8]([C:11]2[CH:16]=[CH:15][CH:14]=[CH:13][C:12]=2[N+:17]([O-])=O)(=[O:10])=[O:9])[CH2:6][CH2:5][CH2:4][CH2:3][CH2:2]1. The catalyst is CO.[Pd]. The product is [NH2:17][C:12]1[CH:13]=[CH:14][CH:15]=[CH:16][C:11]=1[S:8]([NH:7][CH:1]1[CH2:6][CH2:5][CH2:4][CH2:3][CH2:2]1)(=[O:10])=[O:9]. The yield is 0.957. (5) The reactants are C([O:3][C:4]([C:6]1[C:7]([C:11]2[CH:16]=[CH:15][C:14]([Cl:17])=[CH:13][CH:12]=2)=[N:8][O:9][CH:10]=1)=[O:5])C.C(OC(C1C(C2C=CC(F)=CC=2)=NOC=1)=O)C. No catalyst specified. The product is [Cl:17][C:14]1[CH:13]=[CH:12][C:11]([C:7]2[C:6]([C:4]([OH:5])=[O:3])=[CH:10][O:9][N:8]=2)=[CH:16][CH:15]=1. The yield is 0.920. (6) The reactants are [F:1][C:2]([F:14])([F:13])[CH2:3][O:4][C:5]1[CH:6]=[C:7]([CH:10]=[CH:11][CH:12]=1)[CH:8]=O.[O:15]([C:22]1[CH:23]=[C:24]([CH:26]=[CH:27][CH:28]=1)[NH2:25])[C:16]1[CH:21]=[CH:20][CH:19]=[CH:18][CH:17]=1.[BH4-].[Na+]. The catalyst is C1CCCCC1. The product is [O:15]([C:22]1[CH:23]=[C:24]([NH:25][CH2:8][C:7]2[CH:10]=[CH:11][CH:12]=[C:5]([O:4][CH2:3][C:2]([F:14])([F:13])[F:1])[CH:6]=2)[CH:26]=[CH:27][CH:28]=1)[C:16]1[CH:17]=[CH:18][CH:19]=[CH:20][CH:21]=1. The yield is 0.760. (7) The reactants are [N:1]1([CH2:6][C:7]([C:9]2[CH:14]=[CH:13][C:12]([C:15]([F:18])([F:17])[F:16])=[CH:11][N:10]=2)=[O:8])[CH:5]=[CH:4][CH:3]=[CH:2]1.[Cl:19][C:20]([Cl:25])([Cl:24])[C:21](Cl)=[O:22]. The catalyst is C(Cl)Cl. The product is [Cl:19][C:20]([Cl:25])([Cl:24])[C:21]([C:2]1[N:1]([CH2:6][C:7](=[O:8])[C:9]2[CH:14]=[CH:13][C:12]([C:15]([F:18])([F:16])[F:17])=[CH:11][N:10]=2)[CH:5]=[CH:4][CH:3]=1)=[O:22]. The yield is 0.750.